From a dataset of Full USPTO retrosynthesis dataset with 1.9M reactions from patents (1976-2016). Predict the reactants needed to synthesize the given product. (1) Given the product [CH3:35][O:34][C:23]1[CH:22]=[C:21]([C:19]([N:10]2[C:11]3[CH:18]=[CH:17][CH:16]=[CH:15][C:12]=3[CH2:13][N:14]3[C:5]([C:3]([NH:43][CH2:42][C:41]4[CH:44]=[CH:45][CH:46]=[C:39]([CH3:38])[CH:40]=4)=[O:4])=[CH:6][CH:7]=[C:8]3[CH2:9]2)=[O:20])[CH:26]=[CH:25][C:24]=1[C:27]1[CH:32]=[CH:31][CH:30]=[CH:29][C:28]=1[CH3:33], predict the reactants needed to synthesize it. The reactants are: ClC(Cl)(Cl)[C:3]([C:5]1[N:14]2[C:8]([CH2:9][N:10]([C:19]([C:21]3[CH:26]=[CH:25][C:24]([C:27]4[CH:32]=[CH:31][CH:30]=[CH:29][C:28]=4[CH3:33])=[C:23]([O:34][CH3:35])[CH:22]=3)=[O:20])[C:11]3[CH:18]=[CH:17][CH:16]=[CH:15][C:12]=3[CH2:13]2)=[CH:7][CH:6]=1)=[O:4].[CH3:38][C:39]1[CH:40]=[C:41]([CH:44]=[CH:45][CH:46]=1)[CH2:42][NH2:43]. (2) Given the product [CH3:24][CH:23]([CH3:25])[C@H:18]([N:13]1[CH2:12][C:11]2[C:15](=[CH:16][C:8]([C:5]3[CH:4]=[CH:3][C:2]([NH:1][S:38]([C:32]4[CH:37]=[CH:36][CH:35]=[CH:34][CH:33]=4)(=[O:40])=[O:39])=[CH:7][CH:6]=3)=[CH:9][CH:10]=2)[C:14]1=[O:17])[C:19]([O:21][CH3:22])=[O:20], predict the reactants needed to synthesize it. The reactants are: [NH2:1][C:2]1[CH:7]=[CH:6][C:5]([C:8]2[CH:16]=[C:15]3[C:11]([CH2:12][N:13]([C@@H:18]([CH:23]([CH3:25])[CH3:24])[C:19]([O:21][CH3:22])=[O:20])[C:14]3=[O:17])=[CH:10][CH:9]=2)=[CH:4][CH:3]=1.N1C=CC=CC=1.[C:32]1([S:38](Cl)(=[O:40])=[O:39])[CH:37]=[CH:36][CH:35]=[CH:34][CH:33]=1.